The task is: Predict the product of the given reaction.. This data is from Forward reaction prediction with 1.9M reactions from USPTO patents (1976-2016). (1) The product is: [F:4][C:5]1[CH:10]=[CH:9][C:8]([N:11]([CH2:14][C:15]2[N:16]=[C:17]([CH3:20])[S:18][CH:19]=2)[NH2:12])=[CH:7][CH:6]=1. Given the reactants [NH2-].[Na+].Cl.[F:4][C:5]1[CH:10]=[CH:9][C:8]([NH:11][NH2:12])=[CH:7][CH:6]=1.Br[CH2:14][C:15]1[N:16]=[C:17]([CH3:20])[S:18][CH:19]=1, predict the reaction product. (2) Given the reactants F[P-](F)(F)(F)(F)F.C[N+](C)=C(N(C)C)ON1C2N=CC=CC=2N=N1.[CH2:25]([N:27]1[CH:32]=[C:31]([C:33]([OH:35])=O)[C:30](=[O:36])[N:29]([C:37]2[CH:42]=[CH:41][C:40]([F:43])=[CH:39][CH:38]=2)[C:28]1=[O:44])[CH3:26].C(N(CC)C(C)C)(C)C.[CH3:54][O:55][C:56]1[CH:57]=[C:58]2[C:63](=[CH:64][C:65]=1[O:66][CH3:67])[N:62]=[CH:61][CH:60]=[C:59]2[O:68][C:69]1[CH:74]=[CH:73][C:72]([NH2:75])=[CH:71][C:70]=1[F:76], predict the reaction product. The product is: [CH3:54][O:55][C:56]1[CH:57]=[C:58]2[C:63](=[CH:64][C:65]=1[O:66][CH3:67])[N:62]=[CH:61][CH:60]=[C:59]2[O:68][C:69]1[CH:74]=[CH:73][C:72]([NH:75][C:33]([C:31]2[C:30](=[O:36])[N:29]([C:37]3[CH:42]=[CH:41][C:40]([F:43])=[CH:39][CH:38]=3)[C:28](=[O:44])[N:27]([CH2:25][CH3:26])[CH:32]=2)=[O:35])=[CH:71][C:70]=1[F:76]. (3) Given the reactants [Br:1][C:2]1[CH:3]=[C:4]([N:9]2[CH2:14][CH2:13][O:12][CH2:11][CH2:10]2)[C:5](=[O:8])[NH:6][CH:7]=1.I[CH2:16][CH2:17][OH:18].C(=O)([O-])[O-].[K+].[K+], predict the reaction product. The product is: [Br:1][C:2]1[CH:3]=[C:4]([N:9]2[CH2:14][CH2:13][O:12][CH2:11][CH2:10]2)[C:5](=[O:8])[N:6]([CH2:16][CH2:17][OH:18])[CH:7]=1.[Br:1][C:2]1[CH:3]=[C:4]([N:9]2[CH2:14][CH2:13][O:12][CH2:11][CH2:10]2)[C:5]([O:8][CH2:16][CH2:17][OH:18])=[N:6][CH:7]=1. (4) The product is: [CH3:28][C:23]1([OH:26])[CH2:22][CH2:21][CH:20]([NH:19][C:16]2[CH:17]=[CH:18][C:13]3[N:14]([C:10]([C:7]4[CH:8]=[CH:9][N:4]=[CH:5][CH:6]=4)=[CH:11][N:12]=3)[N:15]=2)[CH2:25][CH2:24]1. Given the reactants C[Mg]Br.[N:4]1[CH:9]=[CH:8][C:7]([C:10]2[N:14]3[N:15]=[C:16]([NH:19][CH:20]4[CH2:25][CH2:24][C:23](=[O:26])[CH2:22][CH2:21]4)[CH:17]=[CH:18][C:13]3=[N:12][CH:11]=2)=[CH:6][CH:5]=1.Cl.[C:28]([O-])(O)=O.[Na+], predict the reaction product. (5) Given the reactants Cl[C:2]1[C:3]([NH2:8])=[N:4][CH:5]=[CH:6][N:7]=1.[CH3:9][O-:10].[Na+], predict the reaction product. The product is: [CH3:9][O:10][C:2]1[C:3]([NH2:8])=[N:4][CH:5]=[CH:6][N:7]=1. (6) Given the reactants [C:1]([S:5]([CH2:8][CH2:9][CH2:10][NH:11]C(=O)OC(C)(C)C)(=[O:7])=[O:6])([CH3:4])([CH3:3])[CH3:2].[ClH:19], predict the reaction product. The product is: [ClH:19].[C:1]([S:5]([CH2:8][CH2:9][CH2:10][NH2:11])(=[O:6])=[O:7])([CH3:4])([CH3:3])[CH3:2]. (7) Given the reactants [C:1]([O:6][CH2:7][CH2:8]NC)(=[O:5])[C:2]([CH3:4])=C.[C:11](O)(=O)[C:12]([CH3:14])=[CH2:13].N([C:24]([CH3:28])([CH3:27])[C:25]#N)=N[C:24]([CH3:28])([CH3:27])[C:25]#N.O1[CH2:34][CH2:33][O:32][CH2:31]C1.CC([OH:38])C, predict the reaction product. The product is: [CH3:11][CH:12]([CH2:14][CH:33]([O:32][C:31](/[CH:4]=[CH:2]\[C:1]([O:6][CH:7]([CH2:25][CH:24]([CH3:27])[CH3:28])[CH3:8])=[O:5])=[O:38])[CH3:34])[CH3:13]. (8) Given the reactants [C:1](/[C:3](=[CH:9]/OCC)/[C:4]([O:6][CH2:7][CH3:8])=[O:5])#[N:2].Cl.[CH:14]([NH:17][NH2:18])([CH3:16])[CH3:15].C([O-])([O-])=O.[Na+].[Na+], predict the reaction product. The product is: [NH2:2][C:1]1[N:17]([CH:14]([CH3:16])[CH3:15])[N:18]=[CH:9][C:3]=1[C:4]([O:6][CH2:7][CH3:8])=[O:5]. (9) Given the reactants [CH3:1][O:2][C:3]1[CH:8]=[CH:7][C:6]([N:9]2[CH2:14][CH2:13][CH2:12][CH2:11][CH2:10]2)=[C:5]([N+:15]([O-])=O)[CH:4]=1.[Sn](Cl)(Cl)(Cl)Cl.[OH-].[Na+], predict the reaction product. The product is: [CH3:1][O:2][C:3]1[CH:8]=[CH:7][C:6]([N:9]2[CH2:14][CH2:13][CH2:12][CH2:11][CH2:10]2)=[C:5]([NH2:15])[CH:4]=1.